The task is: Regression. Given a peptide amino acid sequence and an MHC pseudo amino acid sequence, predict their binding affinity value. This is MHC class I binding data.. This data is from Peptide-MHC class I binding affinity with 185,985 pairs from IEDB/IMGT. (1) The peptide sequence is LERFAVNPGLL. The MHC is Mamu-B01 with pseudo-sequence Mamu-B01. The binding affinity (normalized) is 0. (2) The peptide sequence is NHIGVELSL. The MHC is Mamu-A07 with pseudo-sequence Mamu-A07. The binding affinity (normalized) is 0.860. (3) The peptide sequence is KTFPPTEPK. The MHC is HLA-B27:05 with pseudo-sequence HLA-B27:05. The binding affinity (normalized) is 0.0847. (4) The peptide sequence is NTPVFAIKK. The MHC is HLA-A03:01 with pseudo-sequence HLA-A03:01. The binding affinity (normalized) is 0.463. (5) The binding affinity (normalized) is 0.153. The MHC is Mamu-B17 with pseudo-sequence Mamu-B17. The peptide sequence is RLLRARGETY. (6) The peptide sequence is RVVDLYIGR. The MHC is HLA-B15:01 with pseudo-sequence HLA-B15:01. The binding affinity (normalized) is 0.0847. (7) The peptide sequence is ELTYLQYGWSY. The MHC is Mamu-B17 with pseudo-sequence Mamu-B17. The binding affinity (normalized) is 0.